From a dataset of NCI-60 drug combinations with 297,098 pairs across 59 cell lines. Regression. Given two drug SMILES strings and cell line genomic features, predict the synergy score measuring deviation from expected non-interaction effect. (1) Cell line: HS 578T. Synergy scores: CSS=2.36, Synergy_ZIP=-2.13, Synergy_Bliss=-0.313, Synergy_Loewe=-3.96, Synergy_HSA=-3.21. Drug 2: C(CCl)NC(=O)N(CCCl)N=O. Drug 1: CC12CCC(CC1=CCC3C2CCC4(C3CC=C4C5=CN=CC=C5)C)O. (2) Cell line: LOX IMVI. Synergy scores: CSS=44.5, Synergy_ZIP=3.47, Synergy_Bliss=3.98, Synergy_Loewe=6.18, Synergy_HSA=6.97. Drug 2: CC(C1=C(C=CC(=C1Cl)F)Cl)OC2=C(N=CC(=C2)C3=CN(N=C3)C4CCNCC4)N. Drug 1: CN(C)N=NC1=C(NC=N1)C(=O)N. (3) Drug 1: CCC1(CC2CC(C3=C(CCN(C2)C1)C4=CC=CC=C4N3)(C5=C(C=C6C(=C5)C78CCN9C7C(C=CC9)(C(C(C8N6C)(C(=O)OC)O)OC(=O)C)CC)OC)C(=O)OC)O.OS(=O)(=O)O. Cell line: UACC62. Synergy scores: CSS=2.44, Synergy_ZIP=-0.929, Synergy_Bliss=-0.178, Synergy_Loewe=-11.4, Synergy_HSA=-2.36. Drug 2: C1=CC=C(C(=C1)C(C2=CC=C(C=C2)Cl)C(Cl)Cl)Cl.